From a dataset of Reaction yield outcomes from USPTO patents with 853,638 reactions. Predict the reaction yield, written as a fraction of the theoretical maximum amount of product (1.0 means a 100% yield; for example, 0.34 means a 34% yield). (1) The reactants are [F:1][C:2]1[C:20]([O:21][CH:22]([CH3:24])[CH3:23])=[CH:19][C:5]([C:6]([NH:8][C:9]2[CH:18]=[CH:17][C:12]([C:13]([O:15]C)=[O:14])=[CH:11][CH:10]=2)=[O:7])=[CH:4][C:3]=1[O:25][CH:26]([CH3:28])[CH3:27].[Li+].[OH-].Cl. The catalyst is C1COCC1. The product is [F:1][C:2]1[C:3]([O:25][CH:26]([CH3:27])[CH3:28])=[CH:4][C:5]([C:6]([NH:8][C:9]2[CH:10]=[CH:11][C:12]([C:13]([OH:15])=[O:14])=[CH:17][CH:18]=2)=[O:7])=[CH:19][C:20]=1[O:21][CH:22]([CH3:24])[CH3:23]. The yield is 0.380. (2) The product is [CH2:24]([CH:4]1[CH2:5][CH2:6][CH:1]([N:7]2[C:12](=[O:13])[C:11]3[S:14][CH:15]=[C:16]([C:17]4[CH:18]=[CH:19][CH:20]=[CH:21][CH:22]=4)[C:10]=3[N:9]=[CH:8]2)[CH2:2][CH2:3]1)[CH3:25]. The yield is 0.0470. The reactants are [C:1]1([N:7]2[C:12](=[O:13])[C:11]3[S:14][CH:15]=[C:16]([C:17]4[CH:22]=[CH:21][CH:20]=[CH:19][CH:18]=4)[C:10]=3[N:9]=[CH:8]2)[CH:6]=[CH:5][CH:4]=[CH:3][CH:2]=1.N[C:24]1C(C2C=CC=CC=2)=CS[C:25]=1C(OC)=O.C(OCC)(OCC)OCC.C(C1CCC(N)CC1)C. The catalyst is C(O)(=O)C. (3) The reactants are C[O:2][C:3]1[CH:11]=[C:10]([O:12][CH3:13])[C:9]([O:14][CH3:15])=[CH:8][C:4]=1[C:5]([OH:7])=[O:6].[Na+].[Br-].B(F)(F)F.CCOCC.[OH-].[Na+]. The catalyst is C(OCC)(=O)C.O. The product is [OH:2][C:3]1[CH:11]=[C:10]([O:12][CH3:13])[C:9]([O:14][CH3:15])=[CH:8][C:4]=1[C:5]([OH:7])=[O:6]. The yield is 0.910.